This data is from Full USPTO retrosynthesis dataset with 1.9M reactions from patents (1976-2016). The task is: Predict the reactants needed to synthesize the given product. (1) Given the product [O:21]=[C:2]1[C:3]2([CH2:13][O:12][C:11]3[CH:14]=[C:15]4[C:19](=[CH:20][C:10]2=3)[CH2:18][CH2:17][O:16]4)[C:4]2[C:9](=[CH:8][CH:7]=[CH:6][CH:5]=2)[N:1]1[CH2:23][C:24]1[O:25][CH:26]=[C:27]([C:29]([O:31][CH3:32])=[O:30])[N:28]=1, predict the reactants needed to synthesize it. The reactants are: [NH:1]1[C:9]2[C:4](=[CH:5][CH:6]=[CH:7][CH:8]=2)[C:3]2([CH2:13][O:12][C:11]3[CH:14]=[C:15]4[C:19](=[CH:20][C:10]2=3)[CH2:18][CH2:17][O:16]4)[C:2]1=[O:21].Cl[CH2:23][C:24]1[O:25][CH:26]=[C:27]([C:29]([O:31][CH3:32])=[O:30])[N:28]=1.C(=O)([O-])[O-].[Cs+].[Cs+]. (2) Given the product [CH:33]1([CH2:39][NH:40][C:18]([C:17]2[C:12]([O:11][CH3:10])=[CH:13][CH:14]=[CH:15][C:16]=2[NH:21][C:20]([C:22]2[C:31]3[C:26](=[CH:27][CH:28]=[CH:29][CH:30]=3)[CH:25]=[CH:24][CH:23]=2)=[O:19])=[O:32])[CH2:38][CH2:37][CH2:36][CH2:35][CH2:34]1, predict the reactants needed to synthesize it. The reactants are: C(N(C(C)C)CC)(C)C.[CH3:10][O:11][C:12]1[C:17]2[C:18](=[O:32])[O:19][C:20]([C:22]3[C:31]4[C:26](=[CH:27][CH:28]=[CH:29][CH:30]=4)[CH:25]=[CH:24][CH:23]=3)=[N:21][C:16]=2[CH:15]=[CH:14][CH:13]=1.[CH:33]1([CH2:39][NH2:40])[CH2:38][CH2:37][CH2:36][CH2:35][CH2:34]1. (3) The reactants are: Cl[CH2:2][C:3]1[CH:8]=[CH:7][C:6]([O:9][CH3:10])=[CH:5][CH:4]=1.[CH:11]1([C:14]2[C:15]([N:24]3[CH2:29][CH2:28][N:27]([C:30]([O:32][C:33]([CH3:36])([CH3:35])[CH3:34])=[O:31])[CH2:26][CH2:25]3)=[C:16]3[C:22]([I:23])=[N:21][NH:20][C:17]3=[N:18][CH:19]=2)[CH2:13][CH2:12]1.C(=O)([O-])[O-].[K+].[K+].CCOC(C)=O. Given the product [CH:11]1([C:14]2[C:15]([N:24]3[CH2:29][CH2:28][N:27]([C:30]([O:32][C:33]([CH3:36])([CH3:35])[CH3:34])=[O:31])[CH2:26][CH2:25]3)=[C:16]3[C:22]([I:23])=[N:21][N:20]([CH2:2][C:3]4[CH:8]=[CH:7][C:6]([O:9][CH3:10])=[CH:5][CH:4]=4)[C:17]3=[N:18][CH:19]=2)[CH2:12][CH2:13]1, predict the reactants needed to synthesize it. (4) Given the product [Br:1][C:2]1[CH:3]=[C:4]([CH:7]=[CH:8][C:9]=1[O:10][CH2:17][C:18]1[CH:23]=[CH:22][CH:21]=[CH:20][CH:19]=1)[C:5]#[N:6], predict the reactants needed to synthesize it. The reactants are: [Br:1][C:2]1[CH:3]=[C:4]([CH:7]=[CH:8][C:9]=1[OH:10])[C:5]#[N:6].C(=O)([O-])[O-].[K+].[K+].[CH2:17](Cl)[C:18]1[CH:23]=[CH:22][CH:21]=[CH:20][CH:19]=1.O. (5) Given the product [CH3:49][O:50][C:7]1[CH:12]=[CH:11][C:10]([NH:13][C:14]([C:16]2[CH:17]=[C:18]([CH:26]=[CH:27][CH:28]=2)[CH2:19][S:20][CH2:21][CH2:22][C:23]([OH:25])=[O:24])=[O:15])=[C:9]([C:29]2[CH:34]=[C:33]([C:35](=[O:48])[NH:36][CH2:37][C:38]3[CH:43]=[CH:42][CH:41]=[C:40]([C:44]([F:45])([F:47])[F:46])[CH:39]=3)[CH:32]=[CH:31][N:30]=2)[CH:8]=1, predict the reactants needed to synthesize it. The reactants are: O1CCN([C:7]2[CH:12]=[CH:11][C:10]([NH:13][C:14]([C:16]3[CH:17]=[C:18]([CH:26]=[CH:27][CH:28]=3)[CH2:19][S:20][CH2:21][CH2:22][C:23]([OH:25])=[O:24])=[O:15])=[C:9]([C:29]3[CH:34]=[C:33]([C:35](=[O:48])[NH:36][CH2:37][C:38]4[CH:43]=[CH:42][CH:41]=[C:40]([C:44]([F:47])([F:46])[F:45])[CH:39]=4)[CH:32]=[CH:31][N:30]=3)[CH:8]=2)CC1.[CH3:49][OH:50]. (6) Given the product [CH2:1]([O:3][C:4]([C:6]1[S:10][C:9]([C:11]2[CH:16]=[CH:15][C:14]([C:17]([F:19])([F:20])[F:18])=[CH:13][CH:12]=2)=[N:8][C:7]=1[CH2:21][Br:47])=[O:5])[CH3:2], predict the reactants needed to synthesize it. The reactants are: [CH2:1]([O:3][C:4]([C:6]1[S:10][C:9]([C:11]2[CH:16]=[CH:15][C:14]([C:17]([F:20])([F:19])[F:18])=[CH:13][CH:12]=2)=[N:8][C:7]=1[CH3:21])=[O:5])[CH3:2].C(OOC(=O)C1C=CC=CC=1)(=O)C1C=CC=CC=1.C1C(=O)N([Br:47])C(=O)C1.O. (7) The reactants are: [Cl:1][C:2]1[CH:3]=[C:4]([C:13](=[O:15])[CH3:14])[CH:5]=[CH:6][C:7]=1[C:8]1[O:9][CH:10]=[CH:11][N:12]=1.[F:16][C:17]([F:24])([F:23])[C:18](OCC)=[O:19].C[O-].[Na+].Cl. Given the product [Cl:1][C:2]1[CH:3]=[C:4]([C:13](=[O:15])[CH2:14][C:18](=[O:19])[C:17]([F:24])([F:23])[F:16])[CH:5]=[CH:6][C:7]=1[C:8]1[O:9][CH:10]=[CH:11][N:12]=1, predict the reactants needed to synthesize it.